From a dataset of Forward reaction prediction with 1.9M reactions from USPTO patents (1976-2016). Predict the product of the given reaction. (1) Given the reactants [CH2:1]([O:3][C:4](=[O:18])[CH2:5][CH:6]1[O:10][B:9]([OH:11])[C:8]2[CH:12]=[C:13]([OH:17])[CH:14]=[C:15]([CH3:16])[C:7]1=2)[CH3:2].Br[C:20]1[S:24][C:23]([C:25]#[N:26])=[N:22][N:21]=1.C(=O)([O-])[O-].[K+].[K+], predict the reaction product. The product is: [CH2:1]([O:3][C:4](=[O:18])[CH2:5][CH:6]1[O:10][B:9]([OH:11])[C:8]2[CH:12]=[C:13]([O:17][C:20]3[S:24][C:23]([C:25]#[N:26])=[N:22][N:21]=3)[CH:14]=[C:15]([CH3:16])[C:7]1=2)[CH3:2]. (2) Given the reactants C[O:2][C:3](=O)[C:4]1[CH:9]=[CH:8][C:7]([CH2:10][S:11]([C:14]2[CH:19]=[CH:18][CH:17]=[CH:16][CH:15]=2)(=[O:13])=[O:12])=[CH:6][CH:5]=1.CC(C[AlH]CC(C)C)C.[NH4+].[Cl-], predict the reaction product. The product is: [C:14]1([S:11]([CH2:10][C:7]2[CH:6]=[CH:5][C:4]([CH2:3][OH:2])=[CH:9][CH:8]=2)(=[O:12])=[O:13])[CH:19]=[CH:18][CH:17]=[CH:16][CH:15]=1. (3) Given the reactants [NH:1]1[CH:5]=[C:4]([C:6]2[CH:11]=[CH:10][N:9]=[C:8]3[N:12]([C:15]([C:28]4[CH:33]=[CH:32][CH:31]=[CH:30][CH:29]=4)([C:22]4[CH:27]=[CH:26][CH:25]=[CH:24][CH:23]=4)[C:16]4[CH:21]=[CH:20][CH:19]=[CH:18][CH:17]=4)[N:13]=[CH:14][C:7]=23)[CH:3]=[N:2]1.C(=O)([O-])[O-].[K+].[K+].Br[CH2:41][C:42]#[N:43].[Cl-].[Na+].O.CCOC(C)=O, predict the reaction product. The product is: [C:15]([N:12]1[C:8]2=[N:9][CH:10]=[CH:11][C:6]([C:4]3[CH:5]=[N:1][N:2]([CH2:41][C:42]#[N:43])[CH:3]=3)=[C:7]2[CH:14]=[N:13]1)([C:16]1[CH:21]=[CH:20][CH:19]=[CH:18][CH:17]=1)([C:22]1[CH:23]=[CH:24][CH:25]=[CH:26][CH:27]=1)[C:28]1[CH:29]=[CH:30][CH:31]=[CH:32][CH:33]=1. (4) Given the reactants [Cl-].[Al+3].[Cl-].[Cl-].[Br:5][C:6]1[C:7]([O:35]C)=[C:8]([C:13]([CH2:16][S:17]([C:20]2[CH:25]=[CH:24][C:23]([F:26])=[CH:22][C:21]=2/[CH:27]=[CH:28]\[CH2:29][N:30]([CH2:33][CH3:34])[CH2:31][CH3:32])(=[O:19])=[O:18])=[CH:14][CH:15]=1)[C:9]([O:11][CH3:12])=[O:10].CN(C)C1C=CC=CC=1.O, predict the reaction product. The product is: [Br:5][C:6]1[C:7]([OH:35])=[C:8]([C:13]([CH2:16][S:17]([C:20]2[CH:25]=[CH:24][C:23]([F:26])=[CH:22][C:21]=2/[CH:27]=[CH:28]\[CH2:29][N:30]([CH2:31][CH3:32])[CH2:33][CH3:34])(=[O:18])=[O:19])=[CH:14][CH:15]=1)[C:9]([O:11][CH3:12])=[O:10]. (5) Given the reactants [F:1][C:2]1[CH:3]=[C:4]([C:9]([NH:13][C:14](=[O:20])[O:15][C:16]([CH3:19])([CH3:18])[CH3:17])([CH3:12])[CH:10]=O)[CH:5]=[C:6]([F:8])[CH:7]=1.Cl.[NH2:22][C:23]1([C:29]([O:31][CH3:32])=[O:30])[CH2:28][CH2:27][CH2:26][CH2:25][CH2:24]1.CC(O)=O.[BH3-]C#N.[Na+], predict the reaction product. The product is: [C:16]([O:15][C:14]([NH:13][C:9]([C:4]1[CH:3]=[C:2]([F:1])[CH:7]=[C:6]([F:8])[CH:5]=1)([CH3:12])[CH2:10][NH:22][C:23]1([C:29]([O:31][CH3:32])=[O:30])[CH2:28][CH2:27][CH2:26][CH2:25][CH2:24]1)=[O:20])([CH3:19])([CH3:18])[CH3:17]. (6) Given the reactants Br[C:2]1[CH:7]=[C:6]([CH3:8])[C:5]([N+:9]([O-:11])=[O:10])=[CH:4][C:3]=1[CH3:12].CC1(C)C(C)(C)OB([C:21]2[CH2:30][CH2:29][C:24]3([O:28][CH2:27][CH2:26][O:25]3)[CH2:23][CH:22]=2)O1.[F-].[Cs+], predict the reaction product. The product is: [CH3:12][C:3]1[CH:4]=[C:5]([N+:9]([O-:11])=[O:10])[C:6]([CH3:8])=[CH:7][C:2]=1[C:21]1[CH2:30][CH2:29][C:24]2([O:28][CH2:27][CH2:26][O:25]2)[CH2:23][CH:22]=1. (7) Given the reactants [CH2:1]([O:5][C:6]1[C:11]([F:12])=[C:10](Cl)[N:9]=[CH:8][N:7]=1)[C:2]#[C:3][CH3:4].C(=O)([O-])[O-].[K+].[K+].Cl.[CH3:21][CH:22]1[CH:26]([CH3:27])[CH2:25][NH:24][CH2:23]1.[Cl-].[NH4+], predict the reaction product. The product is: [CH2:1]([O:5][C:6]1[C:11]([F:12])=[C:10]([N:24]2[CH2:25][CH:26]([CH3:27])[CH:22]([CH3:21])[CH2:23]2)[N:9]=[CH:8][N:7]=1)[C:2]#[C:3][CH3:4].